From a dataset of Full USPTO retrosynthesis dataset with 1.9M reactions from patents (1976-2016). Predict the reactants needed to synthesize the given product. (1) Given the product [O:1]1[C:5]2([CH2:10][CH2:9][CH:8]([C:11]3[S:12][C:13]([C:16]([NH2:21])=[O:18])=[CH:14][N:15]=3)[CH2:7][CH2:6]2)[O:4][CH2:3][CH2:2]1, predict the reactants needed to synthesize it. The reactants are: [O:1]1[C:5]2([CH2:10][CH2:9][CH:8]([C:11]3[S:12][C:13]([C:16]([OH:18])=O)=[CH:14][N:15]=3)[CH2:7][CH2:6]2)[O:4][CH2:3][CH2:2]1.CC[N:21]=C=NCCCN(C)C.C1C=CC2N(O)N=NC=2C=1.N. (2) Given the product [C:11]([C:9]1[C:8]([OH:15])=[C:4]([C:3]([CH3:16])=[C:2]([Cl:1])[CH:10]=1)[C:5]([NH:21][C:20]1[CH:22]=[CH:23][C:24]([S:26]([C:29]([F:32])([F:30])[F:31])(=[O:28])=[O:27])=[CH:25][C:19]=1[CH2:17][CH3:18])=[O:7])([CH3:14])([CH3:13])[CH3:12], predict the reactants needed to synthesize it. The reactants are: [Cl:1][C:2]1[C:3]([CH3:16])=[C:4]([C:8]([OH:15])=[C:9]([C:11]([CH3:14])([CH3:13])[CH3:12])[CH:10]=1)[C:5]([OH:7])=O.[CH2:17]([C:19]1[CH:25]=[C:24]([S:26]([C:29]([F:32])([F:31])[F:30])(=[O:28])=[O:27])[CH:23]=[CH:22][C:20]=1[NH2:21])[CH3:18]. (3) Given the product [CH3:1][O:2][CH2:3][CH2:4][O:5][CH2:6][CH2:7][NH:8][CH2:9][C:10]([OH:12])=[O:11], predict the reactants needed to synthesize it. The reactants are: [CH3:1][O:2][CH2:3][CH2:4][O:5][CH2:6][CH2:7][NH:8][CH2:9][C:10]([O:12]CC1C=CC=CC=1)=[O:11]. (4) Given the product [Cl:23][C:24]1[CH:25]=[CH:26][C:27]([O:47][CH2:48][C:49]2[CH:50]=[CH:51][CH:52]=[CH:53][CH:54]=2)=[C:28]([CH2:30][C:31]2[O:35][C:34]([C:36]3[NH:40][C:39]4[CH:41]=[CH:42][C:43]([CH:45]=[O:46])=[CH:44][C:38]=4[N:37]=3)=[CH:33][CH:32]=2)[CH:29]=1, predict the reactants needed to synthesize it. The reactants are: CC(OI1(OC(C)=O)(OC(C)=O)OC(=O)C2C=CC=CC1=2)=O.[Cl:23][C:24]1[CH:25]=[CH:26][C:27]([O:47][CH2:48][C:49]2[CH:54]=[CH:53][CH:52]=[CH:51][CH:50]=2)=[C:28]([CH2:30][C:31]2[O:35][C:34]([C:36]3[NH:40][C:39]4[CH:41]=[CH:42][C:43]([CH2:45][OH:46])=[CH:44][C:38]=4[N:37]=3)=[CH:33][CH:32]=2)[CH:29]=1. (5) Given the product [CH3:2][C:3]1([CH3:21])[C:7]([CH3:8])([CH3:9])[O:6][B:5]([C:10]2[CH:11]=[N:12][N:13]([CH:15]3[CH2:20][CH2:19][N:18]([C:22](=[O:24])[CH3:23])[CH2:17][CH2:16]3)[CH:14]=2)[O:4]1, predict the reactants needed to synthesize it. The reactants are: Cl.[CH3:2][C:3]1([CH3:21])[C:7]([CH3:9])([CH3:8])[O:6][B:5]([C:10]2[CH:11]=[N:12][N:13]([CH:15]3[CH2:20][CH2:19][NH:18][CH2:17][CH2:16]3)[CH:14]=2)[O:4]1.[C:22](Cl)(=[O:24])[CH3:23].CCN(C(C)C)C(C)C.